Dataset: Forward reaction prediction with 1.9M reactions from USPTO patents (1976-2016). Task: Predict the product of the given reaction. (1) Given the reactants [F:1][C:2]1[CH:19]=[CH:18][C:5]([CH2:6][O:7][CH2:8][CH2:9][CH2:10][CH2:11][C@@H:12]([NH2:17])[C:13]([O:15][CH3:16])=[O:14])=[CH:4][C:3]=1[CH3:20].[CH3:21][C:22]1[CH:23]=[C:24](B(O)O)[CH:25]=[C:26]([CH3:29])[C:27]=1[F:28].C(N(CC)CC)C, predict the reaction product. The product is: [F:28][C:27]1[C:26]([CH3:29])=[CH:25][C:24]([NH:17][C@H:12]([CH2:11][CH2:10][CH2:9][CH2:8][O:7][CH2:6][C:5]2[CH:18]=[CH:19][C:2]([F:1])=[C:3]([CH3:20])[CH:4]=2)[C:13]([O:15][CH3:16])=[O:14])=[CH:23][C:22]=1[CH3:21]. (2) Given the reactants [O:1]1[CH:6]2[CH:2]1[CH2:3][N:4]([C:7]([O:9][CH2:10][C:11]1[CH:16]=[CH:15][CH:14]=[CH:13][CH:12]=1)=[O:8])[CH2:5]2.S(C)C.[CH2:20]([Mg]Br)[CH:21]([CH3:23])[CH3:22], predict the reaction product. The product is: [OH:1][C@H:6]1[C@H:2]([CH2:20][CH:21]([CH3:23])[CH3:22])[CH2:3][N:4]([C:7]([O:9][CH2:10][C:11]2[CH:16]=[CH:15][CH:14]=[CH:13][CH:12]=2)=[O:8])[CH2:5]1. (3) Given the reactants [CH:1]1([N:6]2[C:10]3[N:11]=[C:12]([NH2:15])[N:13]=[CH:14][C:9]=3[C:8]3[CH:16]=[CH:17][N:18]=[C:19]([F:20])[C:7]2=3)[CH2:5][CH2:4][CH2:3][CH2:2]1.[Si:21]([O:28][C@@H:29]1[CH2:33][CH2:32][N:31]([C:34]2[CH:35]=[CH:36][C:37](Cl)=[N:38][CH:39]=2)[CH2:30]1)([C:24]([CH3:27])([CH3:26])[CH3:25])([CH3:23])[CH3:22].C1(P(C2C=CC=CC=2)C2C3OC4C(=CC=CC=4P(C4C=CC=CC=4)C4C=CC=CC=4)C(C)(C)C=3C=CC=2)C=CC=CC=1.CC(C)([O-])C.[Na+], predict the reaction product. The product is: [Si:21]([O:28][C@@H:29]1[CH2:33][CH2:32][N:31]([C:34]2[CH:35]=[CH:36][C:37]([NH:15][C:12]3[N:13]=[CH:14][C:9]4[C:8]5[CH:16]=[CH:17][N:18]=[C:19]([F:20])[C:7]=5[N:6]([CH:1]5[CH2:2][CH2:3][CH2:4][CH2:5]5)[C:10]=4[N:11]=3)=[N:38][CH:39]=2)[CH2:30]1)([C:24]([CH3:27])([CH3:25])[CH3:26])([CH3:23])[CH3:22]. (4) Given the reactants [CH:1]1[C:10]2[C:5](=[CH:6][CH:7]=[CH:8][CH:9]=2)[CH:4]=[C:3]([C:11](OC)=[O:12])[N:2]=1.[H-].[Al+3].[Li+].[H-].[H-].[H-], predict the reaction product. The product is: [CH:1]1[C:10]2[C:5](=[CH:6][CH:7]=[CH:8][CH:9]=2)[CH:4]=[C:3]([CH2:11][OH:12])[N:2]=1.